From a dataset of Catalyst prediction with 721,799 reactions and 888 catalyst types from USPTO. Predict which catalyst facilitates the given reaction. (1) Reactant: [CH2:1]([C@@H:5]1[C@@H:8]([CH2:9][CH2:10][CH2:11][CH2:12][CH3:13])[O:7][C:6]1=[O:14])[CH2:2][CH2:3][CH3:4].[Li+].[CH3:16][Si]([N-][Si](C)(C)C)(C)C.IC. Product: [CH2:1]([C@:5]1([CH3:16])[C@H:8]([CH2:9][CH2:10][CH2:11][CH2:12][CH3:13])[O:7][C:6]1=[O:14])[CH2:2][CH2:3][CH3:4]. The catalyst class is: 1. (2) Reactant: [CH2:1](Cl)[CH2:2][Cl:3].[CH3:5][NH:6][CH2:7][C:8]1[C:12]2[CH:13]=[CH:14][CH:15]=[CH:16][C:11]=2OC=1C.[ClH:18].[CH3:19][N:20]1[CH2:26][C:25]2[CH:27]=[C:28]([CH:31]=[CH:32][C:33]([OH:35])=O)[CH:29]=[N:30][C:24]=2[NH:23][CH2:22][CH2:21]1.Cl.CC[O:39]CC. Product: [ClH:3].[ClH:18].[CH3:5][N:6]([CH2:7][C:8]1[O:39][C:2]2[CH:1]=[CH:14][CH:15]=[CH:16][C:11]=2[C:12]=1[CH3:13])[C:33](=[O:35])[CH:32]=[CH:31][C:28]1[CH:29]=[N:30][C:24]2[NH:23][CH2:22][CH2:21][N:20]([CH3:19])[CH2:26][C:25]=2[CH:27]=1. The catalyst class is: 232. (3) Reactant: [Cl:1][C:2]1[O:12][C:5]2=[C:6]([NH2:11])[N:7]=[CH:8][C:9](I)=[C:4]2[C:3]=1[Cl:13].C(OC([N:21]1[CH2:26][CH2:25][CH:24]([N:27]2[CH:31]=[C:30](B3OC(C)(C)C(C)(C)O3)[CH:29]=[N:28]2)[CH2:23][CH2:22]1)=O)(C)(C)C. Product: [Cl:1][C:2]1[O:12][C:5]2=[C:6]([NH2:11])[N:7]=[CH:8][C:9]([C:30]3[CH:29]=[N:28][N:27]([CH:24]4[CH2:25][CH2:26][NH:21][CH2:22][CH2:23]4)[CH:31]=3)=[C:4]2[C:3]=1[Cl:13]. The catalyst class is: 70. (4) Reactant: C([O:4][CH2:5][C:6]1[C:15]2[C:10](=[CH:11][CH:12]=[CH:13][CH:14]=2)[C:9]([C:16]([O:18][CH3:19])=[O:17])=[CH:8][CH:7]=1)(=O)C.[OH-].[Na+].Cl. Product: [OH:4][CH2:5][C:6]1[C:15]2[C:10](=[CH:11][CH:12]=[CH:13][CH:14]=2)[C:9]([C:16]([O:18][CH3:19])=[O:17])=[CH:8][CH:7]=1. The catalyst class is: 5. (5) Reactant: C(OC(=O)[NH:7][C@@:8]([CH2:25][CH2:26][C:27]1[CH:32]=[CH:31][C:30]([O:33][CH2:34][CH2:35][CH2:36][CH2:37][CH2:38][CH2:39][CH3:40])=[CH:29][CH:28]=1)([CH3:24])[C@H:9]([O:11][P:12]([O:19]C(C)(C)C)([O:14]C(C)(C)C)=[O:13])[CH3:10])(C)(C)C. Product: [NH2:7][C@:8]([CH3:24])([CH2:25][CH2:26][C:27]1[CH:28]=[CH:29][C:30]([O:33][CH2:34][CH2:35][CH2:36][CH2:37][CH2:38][CH2:39][CH3:40])=[CH:31][CH:32]=1)[C@H:9]([O:11][P:12](=[O:13])([OH:19])[OH:14])[CH3:10]. The catalyst class is: 209. (6) Reactant: Cl.[F:2][C:3]1[CH:11]=[CH:10][CH:9]=[C:8]2[C:4]=1[CH2:5][N:6]([C:12]([O:14][C@@H:15]1[CH2:19][C@@H:18]([C:20](=[O:35])[NH:21][C@:22]3([C:27]([S:29]([CH:32]4[CH2:34][CH2:33]4)(=[O:31])=[O:30])=[O:28])[CH2:24][C@H:23]3[CH:25]=[CH2:26])[NH:17][CH2:16]1)=[O:13])[CH2:7]2.[F:36][C:37]1[CH:42]=[CH:41][C:40]([NH:43][C@@H:44]([CH2:48][CH2:49][CH2:50][CH2:51][CH2:52][CH:53]=[CH2:54])[C:45](O)=[O:46])=[CH:39][CH:38]=1.CN(C(ON1N=NC2C=CC=NC1=2)=[N+](C)C)C.F[P-](F)(F)(F)(F)F.CCN(C(C)C)C(C)C.OS([O-])(=O)=O.[K+]. Product: [F:2][C:3]1[CH:11]=[CH:10][CH:9]=[C:8]2[C:4]=1[CH2:5][N:6]([C:12]([O:14][C@@H:15]1[CH2:19][C@@H:18]([C:20](=[O:35])[NH:21][C@:22]3([C:27]([S:29]([CH:32]4[CH2:33][CH2:34]4)(=[O:31])=[O:30])=[O:28])[CH2:24][C@H:23]3[CH:25]=[CH2:26])[N:17]([C:45](=[O:46])[C@@H:44]([NH:43][C:40]3[CH:39]=[CH:38][C:37]([F:36])=[CH:42][CH:41]=3)[CH2:48][CH2:49][CH2:50][CH2:51][CH2:52][CH:53]=[CH2:54])[CH2:16]1)=[O:13])[CH2:7]2. The catalyst class is: 34.